This data is from Forward reaction prediction with 1.9M reactions from USPTO patents (1976-2016). The task is: Predict the product of the given reaction. (1) Given the reactants Cl[C:2]1[N:3]=[C:4]2[C:9](=[CH:10][CH:11]=1)[N:8]=[CH:7][C:6]1[CH:12]=[CH:13][C:14](=[O:26])[N:15]([C:16]3[CH:21]=[CH:20][CH:19]=[C:18]([C:22]([F:25])([F:24])[F:23])[CH:17]=3)[C:5]2=1.[F:27][C:28]([F:40])([F:39])[C:29]1[N:34]=[CH:33][C:32](OB(O)O)=[CH:31][CH:30]=1.CC1(C)C(C)(C)OB(C2C=CC(N)=NC=2)O1, predict the reaction product. The product is: [F:23][C:22]([F:25])([F:24])[C:18]1[CH:17]=[C:16]([N:15]2[C:5]3[C:4]4[C:9](=[CH:10][CH:11]=[C:2]([C:32]5[CH:33]=[N:34][C:29]([C:28]([F:40])([F:39])[F:27])=[CH:30][CH:31]=5)[N:3]=4)[N:8]=[CH:7][C:6]=3[CH:12]=[CH:13][C:14]2=[O:26])[CH:21]=[CH:20][CH:19]=1. (2) The product is: [C:20]([N:19]=[C:18]([N:1]1[C@H:10]2[C@@H:5]([CH2:6][CH2:7][CH2:8][CH2:9]2)[NH:4][CH2:3][CH2:2]1)[NH:22][C:23]1[CH:28]=[CH:27][CH:26]=[CH:25][C:24]=1[CH3:29])#[N:21]. Given the reactants [NH:1]1[C@H:10]2[C@@H:5]([CH2:6][CH2:7][CH2:8][CH2:9]2)[NH:4][CH2:3][CH2:2]1.C1(O[C:18](=[N:22][C:23]2[CH:28]=[CH:27][CH:26]=[CH:25][C:24]=2[CH3:29])[NH:19][C:20]#[N:21])C=CC=CC=1, predict the reaction product. (3) Given the reactants [CH3:1][O:2][C:3](=[O:28])[CH2:4][O:5][C:6]1[CH:14]=[C:13]2[CH:15]=[CH:16][CH:17]=[CH:18][C:12]2=[C:11]2[C:7]=1[CH:8]=[C:9]([CH2:26][CH3:27])[N:10]2[CH2:19][C:20]1[CH:25]=[CH:24][CH:23]=[CH:22][CH:21]=1.C([N:36]1C2C(=C(OC)C=C3C=CC=CC3=2)C=C1CC)C1C=CC=CC=1.B(Br)(Br)Br.[C:57](=[O:60])([O-])[O-].[Cs+].[Cs+].BrCC([O:67][CH3:68])=O, predict the reaction product. The product is: [OH2:2].[CH3:1][O:2][C:3](=[O:28])[CH2:4][O:5][C:6]1[CH:14]=[C:13]2[CH:15]=[CH:16][CH:17]=[CH:18][C:12]2=[C:11]2[C:7]=1[C:8]([C:57](=[O:60])[C:68]([NH2:36])=[O:67])=[C:9]([CH2:26][CH3:27])[N:10]2[CH2:19][C:20]1[CH:25]=[CH:24][CH:23]=[CH:22][CH:21]=1.[NH2:36][C:57](=[O:60])[C:68]([C:8]1[C:7]2[C:11](=[C:12]3[CH:18]=[CH:17][CH:16]=[CH:15][C:13]3=[CH:14][C:6]=2[O:5][CH2:4][C:3]([O:2][CH3:1])=[O:28])[N:10]([CH2:19][C:20]2[CH:25]=[CH:24][CH:23]=[CH:22][CH:21]=2)[C:9]=1[CH2:26][CH3:27])=[O:67]. (4) The product is: [CH2:21]([O:1][C:2]1[CH:7]=[C:6]([O:8][CH2:12][C:3]2[CH:4]=[CH:5][CH:6]=[CH:7][CH:2]=2)[C:5]([CH:9]([CH3:11])[CH3:10])=[CH:4][C:3]=1[C:12](=[O:14])[CH3:13])[C:22]1[CH:27]=[CH:26][CH:25]=[CH:24][CH:23]=1. Given the reactants [OH:1][C:2]1[CH:7]=[C:6]([OH:8])[C:5]([CH:9]([CH3:11])[CH3:10])=[CH:4][C:3]=1[C:12](=[O:14])[CH3:13].C(=O)([O-])[O-].[K+].[K+].[CH2:21](Br)[C:22]1[CH:27]=[CH:26][CH:25]=[CH:24][CH:23]=1, predict the reaction product. (5) Given the reactants F[C:2]1[C:11]([N+:12]([O-:14])=[O:13])=[CH:10][C:5]([C:6]([O:8][CH3:9])=[O:7])=[C:4]([CH:15]=[CH2:16])[CH:3]=1.[C:17]([NH2:21])([CH3:20])([CH3:19])[CH3:18], predict the reaction product. The product is: [C:17]([NH:21][C:2]1[C:11]([N+:12]([O-:14])=[O:13])=[CH:10][C:5]([C:6]([O:8][CH3:9])=[O:7])=[C:4]([CH:15]=[CH2:16])[CH:3]=1)([CH3:20])([CH3:19])[CH3:18]. (6) Given the reactants [CH3:1][O:2][C:3](=[O:54])[CH2:4][C@H:5]([O:46][Si](C(C)(C)C)(C)C)[CH2:6][C:7](=[O:45])[CH:8]=[CH:9][C:10]1[N:11]([CH:42]([CH3:44])[CH3:43])[C:12]([C:29](=[O:41])[NH:30][C:31]2[CH:36]=[CH:35][C:34]([S:37](=[O:40])(=[O:39])[NH2:38])=[CH:33][CH:32]=2)=[C:13]([C:22]2[CH:27]=[CH:26][C:25]([F:28])=[CH:24][CH:23]=2)[C:14]=1[C:15]1[CH:20]=[CH:19][C:18]([F:21])=[CH:17][CH:16]=1.F, predict the reaction product. The product is: [CH3:1][O:2][C:3](=[O:54])[CH2:4][C@H:5]([OH:46])[CH2:6][C:7](=[O:45])[CH:8]=[CH:9][C:10]1[N:11]([CH:42]([CH3:43])[CH3:44])[C:12]([C:29](=[O:41])[NH:30][C:31]2[CH:32]=[CH:33][C:34]([S:37](=[O:39])(=[O:40])[NH2:38])=[CH:35][CH:36]=2)=[C:13]([C:22]2[CH:27]=[CH:26][C:25]([F:28])=[CH:24][CH:23]=2)[C:14]=1[C:15]1[CH:20]=[CH:19][C:18]([F:21])=[CH:17][CH:16]=1. (7) The product is: [Br:27][C:24]1[CH:25]=[C:26]2[C:21](=[CH:22][C:23]=1[Cl:28])[N:20]=[C:19]([O:2][CH3:1])[N:18]=[C:17]2[N:14]1[CH2:15][CH2:16][N:11]([C:9]([O:8][C:4]([CH3:7])([CH3:6])[CH3:5])=[O:10])[CH2:12][CH2:13]1. Given the reactants [CH3:1][O-:2].[Na+].[C:4]([O:8][C:9]([N:11]1[CH2:16][CH2:15][N:14]([C:17]2[C:26]3[C:21](=[CH:22][C:23]([Cl:28])=[C:24]([Br:27])[CH:25]=3)[N:20]=[C:19](Cl)[N:18]=2)[CH2:13][CH2:12]1)=[O:10])([CH3:7])([CH3:6])[CH3:5], predict the reaction product. (8) The product is: [F:1][C:2]([F:19])([F:18])[C:3]([NH:5][CH2:6][CH2:7][CH2:8][C:9]1[CH:14]=[CH:13][CH:12]=[C:11]([NH:15][CH2:28][CH2:27][CH2:26][C:20]2[CH:25]=[CH:24][CH:23]=[CH:22][CH:21]=2)[CH:10]=1)=[O:4]. Given the reactants [F:1][C:2]([F:19])([F:18])[C:3]([NH:5][CH2:6][CH:7]=[CH:8][C:9]1[CH:14]=[CH:13][CH:12]=[C:11]([N+:15]([O-])=O)[CH:10]=1)=[O:4].[C:20]1([CH2:26][CH2:27][CH:28]=O)[CH:25]=[CH:24][CH:23]=[CH:22][CH:21]=1, predict the reaction product. (9) Given the reactants [Cl:1][C:2]1[N:7]=[CH:6][C:5](Br)=[CH:4][N:3]=1.[CH3:9][C:10]1[S:11][CH:12]=[C:13]([C:15]#[CH:16])[N:14]=1.C(N(CC)CC)C, predict the reaction product. The product is: [Cl:1][C:2]1[N:7]=[CH:6][C:5]([C:16]#[C:15][C:13]2[N:14]=[C:10]([CH3:9])[S:11][CH:12]=2)=[CH:4][N:3]=1.